Dataset: Catalyst prediction with 721,799 reactions and 888 catalyst types from USPTO. Task: Predict which catalyst facilitates the given reaction. (1) Reactant: [N+:1]([C:4]1[C:5]([C:9]([OH:11])=O)=[N:6][NH:7][CH:8]=1)([O-:3])=[O:2].Cl.CN(C)CCCN=C=NCC.ON1C2C=CC=CC=2N=N1.C(N(CC)CC)C.Cl.[NH2:42][CH2:43][C:44]([C:46]1[CH:51]=[CH:50][CH:49]=[CH:48][CH:47]=1)=[O:45]. Product: [O:45]=[C:44]([C:46]1[CH:51]=[CH:50][CH:49]=[CH:48][CH:47]=1)[CH2:43][NH:42][C:9]([C:5]1[C:4]([N+:1]([O-:3])=[O:2])=[CH:8][NH:7][N:6]=1)=[O:11]. The catalyst class is: 9. (2) Reactant: [CH3:1][CH2:2][N:3]([CH:7]([CH3:9])C)[CH:4]([CH3:6])[CH3:5].CN1CCN(C2C=[CH:21][C:20]([C:23]3[CH:38]=[N:37][C:26]4[NH:27][C:28]5[CH:33]=[N:32][C:31]([C:34](O)=[O:35])=[CH:30][C:29]=5[C:25]=4[CH:24]=3)=[CH:19]C=2)CC1.C1C[N:42]([P+](ON2N=NC3C=CC=CC2=3)(N2CCCC2)N2CCCC2)[CH2:41]C1.F[P-](F)(F)(F)(F)F.C1C=CC2N(O)N=[N:78]C=2C=1.N.O1CCOCC1.S(=O)(=O)(O)O. Product: [CH3:41][N:42]1[CH2:1][CH2:2][N:3]([C:4]2[CH:5]=[CH:21][C:20]([C:23]3[CH:38]=[N:37][C:26]4[NH:27][C:28]5[CH:33]=[N:32][C:31]([C:34]([NH2:78])=[O:35])=[CH:30][C:29]=5[C:25]=4[CH:24]=3)=[CH:19][CH:6]=2)[CH2:7][CH2:9]1. The catalyst class is: 623. (3) Reactant: [NH2:1][C:2]1[N:7]=[CH:6][C:5]([C:8]2[CH:13]=[CH:12][C:11]([C:14]34[CH2:21][CH2:20][C:17]([CH2:22][C:23]([O:25]C)=[O:24])([CH2:18][CH2:19]3)[O:16][CH2:15]4)=[CH:10][CH:9]=2)=[CH:4][N:3]=1.[C:27](N1C=CC=CC1=O)(N1C=CC=CC1=O)=[S:28].[CH:43]1([C:47]([NH:49][NH2:50])=O)[CH2:46][CH2:45][CH2:44]1. Product: [CH:43]1([C:47]2[S:28][C:27]([NH:1][C:2]3[N:7]=[CH:6][C:5]([C:8]4[CH:9]=[CH:10][C:11]([C:14]56[CH2:21][CH2:20][C:17]([CH2:22][C:23]([OH:25])=[O:24])([CH2:18][CH2:19]5)[O:16][CH2:15]6)=[CH:12][CH:13]=4)=[CH:4][N:3]=3)=[N:50][N:49]=2)[CH2:46][CH2:45][CH2:44]1. The catalyst class is: 4. (4) Reactant: [CH3:1][O:2][C:3]1[CH:4]=[CH:5][CH:6]=[CH:7][C:8]=1[O:9][CH2:10][CH2:11][NH:12][CH2:13][CH:14]([OH:30])[CH2:15][O:16][C:17]1[CH:18]=[CH:19][CH:20]=[C:21]2[NH:29][C:28]3[CH:27]=[CH:26][CH:25]=[CH:24][C:23]=3[C:22]=12.C([O-])(=O)C1C(=CC=CC=1)O.CC(O)C.[OH-].[Na+]. Product: [CH3:1][O:2][C:3]1[CH:4]=[CH:5][CH:6]=[CH:7][C:8]=1[O:9][CH2:10][CH2:11][NH:12][CH2:13][CH:14]([OH:30])[CH2:15][O:16][C:17]1[CH:18]=[CH:19][CH:20]=[C:21]2[NH:29][C:28]3[CH:27]=[CH:26][CH:25]=[CH:24][C:23]=3[C:22]=12. The catalyst class is: 6. (5) Reactant: [OH:1][CH2:2][C@H:3]1[CH2:7][CH2:6][C@@H:5]([NH:8][C:9](=[O:15])[O:10][C:11]([CH3:14])([CH3:13])[CH3:12])[CH2:4]1.C(N(CC)CC)C.[CH3:23][C:24]1[CH:29]=[CH:28][C:27]([S:30](Cl)(=[O:32])=[O:31])=[CH:26][CH:25]=1.C([O-])(O)=O.[Na+]. Product: [CH3:23][C:24]1[CH:29]=[CH:28][C:27]([S:30]([O:1][CH2:2][C@H:3]2[CH2:7][CH2:6][C@@H:5]([NH:8][C:9]([O:10][C:11]([CH3:12])([CH3:14])[CH3:13])=[O:15])[CH2:4]2)(=[O:32])=[O:31])=[CH:26][CH:25]=1. The catalyst class is: 2. (6) Reactant: [NH2:1][C@@H:2]1[CH2:7][CH2:6][C@H:5]([C:8]([OH:10])=[O:9])[CH2:4][CH2:3]1.[C:11](O[C:11]([O:13][C:14]([CH3:17])([CH3:16])[CH3:15])=[O:12])([O:13][C:14]([CH3:17])([CH3:16])[CH3:15])=[O:12].C(N(CC)CC)C. Product: [C:14]([O:13][C:11]([NH:1][C@@H:2]1[CH2:7][CH2:6][C@H:5]([C:8]([OH:10])=[O:9])[CH2:4][CH2:3]1)=[O:12])([CH3:17])([CH3:16])[CH3:15]. The catalyst class is: 47.